From a dataset of Full USPTO retrosynthesis dataset with 1.9M reactions from patents (1976-2016). Predict the reactants needed to synthesize the given product. The reactants are: Cl.[OH:2][C:3]1[N:4]([C:19]2[CH:20]=[C:21]3[C:25](=[CH:26][CH:27]=2)[N:24]([CH2:28][CH2:29][CH:30]2[CH2:35][CH2:34][NH:33][CH2:32][CH2:31]2)[CH:23]=[CH:22]3)[C:5]([C:8]2[CH:13]=[C:12]([CH:14]([CH3:16])[CH3:15])[C:11]([OH:17])=[CH:10][C:9]=2[OH:18])=[N:6][N:7]=1.C(N(CC)CC)C.O. Given the product [OH:2][C:3]1[N:4]([C:19]2[CH:20]=[C:21]3[C:25](=[CH:26][CH:27]=2)[N:24]([CH2:28][CH2:29][CH:30]2[CH2:31][CH2:32][NH:33][CH2:34][CH2:35]2)[CH:23]=[CH:22]3)[C:5]([C:8]2[CH:13]=[C:12]([CH:14]([CH3:16])[CH3:15])[C:11]([OH:17])=[CH:10][C:9]=2[OH:18])=[N:6][N:7]=1, predict the reactants needed to synthesize it.